Dataset: Reaction yield outcomes from USPTO patents with 853,638 reactions. Task: Predict the reaction yield, written as a fraction of the theoretical maximum amount of product (1.0 means a 100% yield; for example, 0.34 means a 34% yield). The reactants are [CH3:1][O:2][C:3](=[O:13])[C:4]1[CH:9]=[CH:8][C:7]([CH2:10][NH2:11])=[N:6][C:5]=1[Cl:12].[C:14](OC(=O)C)(=[O:16])C. The catalyst is C(O)=O. The product is [CH3:1][O:2][C:3](=[O:13])[C:4]1[CH:9]=[CH:8][C:7]([CH2:10][NH:11][CH:14]=[O:16])=[N:6][C:5]=1[Cl:12]. The yield is 0.900.